Regression. Given two drug SMILES strings and cell line genomic features, predict the synergy score measuring deviation from expected non-interaction effect. From a dataset of NCI-60 drug combinations with 297,098 pairs across 59 cell lines. (1) Drug 1: CCCS(=O)(=O)NC1=C(C(=C(C=C1)F)C(=O)C2=CNC3=C2C=C(C=N3)C4=CC=C(C=C4)Cl)F. Drug 2: C1C(C(OC1N2C=NC3=C2NC=NCC3O)CO)O. Cell line: A498. Synergy scores: CSS=9.61, Synergy_ZIP=0.823, Synergy_Bliss=8.18, Synergy_Loewe=5.53, Synergy_HSA=6.64. (2) Drug 1: C1=NC2=C(N=C(N=C2N1C3C(C(C(O3)CO)O)O)F)N. Drug 2: C1=CC=C(C=C1)NC(=O)CCCCCCC(=O)NO. Cell line: OVCAR-8. Synergy scores: CSS=41.3, Synergy_ZIP=-4.94, Synergy_Bliss=-2.34, Synergy_Loewe=-6.68, Synergy_HSA=-0.848. (3) Drug 1: CC1=CC2C(CCC3(C2CCC3(C(=O)C)OC(=O)C)C)C4(C1=CC(=O)CC4)C. Drug 2: CC=C1C(=O)NC(C(=O)OC2CC(=O)NC(C(=O)NC(CSSCCC=C2)C(=O)N1)C(C)C)C(C)C. Cell line: SN12C. Synergy scores: CSS=47.2, Synergy_ZIP=4.95, Synergy_Bliss=5.10, Synergy_Loewe=-47.7, Synergy_HSA=3.86. (4) Drug 1: CC12CCC3C(C1CCC2=O)CC(=C)C4=CC(=O)C=CC34C. Drug 2: CNC(=O)C1=NC=CC(=C1)OC2=CC=C(C=C2)NC(=O)NC3=CC(=C(C=C3)Cl)C(F)(F)F. Cell line: HOP-92. Synergy scores: CSS=19.6, Synergy_ZIP=-6.43, Synergy_Bliss=-0.453, Synergy_Loewe=-5.50, Synergy_HSA=-0.0425. (5) Drug 1: C1=CC(=CC=C1CCCC(=O)O)N(CCCl)CCCl. Drug 2: C1=NNC2=C1C(=O)NC=N2. Cell line: NCI-H226. Synergy scores: CSS=12.7, Synergy_ZIP=-1.53, Synergy_Bliss=1.94, Synergy_Loewe=-4.56, Synergy_HSA=-0.00271. (6) Drug 1: CC1=C2C(C(=O)C3(C(CC4C(C3C(C(C2(C)C)(CC1OC(=O)C(C(C5=CC=CC=C5)NC(=O)OC(C)(C)C)O)O)OC(=O)C6=CC=CC=C6)(CO4)OC(=O)C)OC)C)OC. Drug 2: C1=CC=C(C(=C1)C(C2=CC=C(C=C2)Cl)C(Cl)Cl)Cl. Cell line: HL-60(TB). Synergy scores: CSS=56.4, Synergy_ZIP=7.19, Synergy_Bliss=7.31, Synergy_Loewe=-28.1, Synergy_HSA=7.03.